From a dataset of Forward reaction prediction with 1.9M reactions from USPTO patents (1976-2016). Predict the product of the given reaction. (1) Given the reactants [CH3:1][C:2]1[CH:3]=[C:4]([CH:9]=[C:10]([CH3:15])[C:11]=1[N+:12]([O-])=O)[C:5]([O:7][CH3:8])=[O:6].Cl, predict the reaction product. The product is: [NH2:12][C:11]1[C:2]([CH3:1])=[CH:3][C:4]([C:5]([O:7][CH3:8])=[O:6])=[CH:9][C:10]=1[CH3:15]. (2) Given the reactants Br[C:2]1[C:14]2[C:13]3[C:8](=[CH:9][CH:10]=[C:11]([F:15])[CH:12]=3)[N:7](C(OC(C)(C)C)=O)[C:6]=2[C:5]([O:23][CH3:24])=[C:4]2[NH:25][C:26]3[CH:27]=[CH:28][C:29]([F:32])=[CH:30][C:31]=3[C:3]=12.[NH:33]1[CH2:37][CH2:36][CH2:35][CH2:34]1.C1C=CC(P(C2C(C3C(P(C4C=CC=CC=4)C4C=CC=CC=4)=CC=C4C=3C=CC=C4)=C3C(C=CC=C3)=CC=2)C2C=CC=CC=2)=CC=1.CC([O-])(C)C.[Na+].C(O)(C(F)(F)F)=O, predict the reaction product. The product is: [F:15][C:11]1[CH:12]=[C:13]2[C:8](=[CH:9][CH:10]=1)[NH:7][C:6]1[C:5]([O:23][CH3:24])=[C:4]3[NH:25][C:26]4[CH:27]=[CH:28][C:29]([F:32])=[CH:30][C:31]=4[C:3]3=[C:2]([N:33]3[CH2:37][CH2:36][CH2:35][CH2:34]3)[C:14]2=1. (3) Given the reactants C(O[C:6](=O)[N:7]([CH2:9][CH2:10][N:11]1[C:15]2[CH:16]=[CH:17][C:18]([C:20](=[O:28])[NH:21][CH2:22][C:23](=[O:27])[N:24]([CH3:26])[CH3:25])=[CH:19][C:14]=2[N:13]=[C:12]1[NH:29][C:30]1[S:31][C:32]2[CH:38]=[C:37]([Cl:39])[CH:36]=[CH:35][C:33]=2[N:34]=1)C)(C)(C)C, predict the reaction product. The product is: [ClH:39].[ClH:39].[CH3:26][N:24]([CH3:25])[C:23]([CH2:22][NH:21][C:20]([C:18]1[CH:17]=[CH:16][C:15]2[N:11]([CH2:10][CH2:9][NH:7][CH3:6])[C:12]([NH:29][C:30]3[S:31][C:32]4[CH:38]=[C:37]([Cl:39])[CH:36]=[CH:35][C:33]=4[N:34]=3)=[N:13][C:14]=2[CH:19]=1)=[O:28])=[O:27]. (4) Given the reactants [N:1]1[C:10]2[C:5](=[CH:6][CH:7]=[CH:8][C:9]=2[S:11](Cl)(=[O:13])=[O:12])[CH:4]=[CH:3][CH:2]=1.[CH2:15]([O:17][C:18]([C:20]1([NH2:29])[CH2:28][C:27]2[C:22](=[CH:23][CH:24]=[CH:25][CH:26]=2)[CH2:21]1)=[O:19])[CH3:16].CCN(C(C)C)C(C)C, predict the reaction product. The product is: [CH2:15]([O:17][C:18]([C:20]1([NH:29][S:11]([C:9]2[CH:8]=[CH:7][CH:6]=[C:5]3[C:10]=2[N:1]=[CH:2][CH:3]=[CH:4]3)(=[O:13])=[O:12])[CH2:28][C:27]2[C:22](=[CH:23][CH:24]=[CH:25][CH:26]=2)[CH2:21]1)=[O:19])[CH3:16]. (5) Given the reactants [C:1]([N:4]1[C:13]2[CH:8]([CH2:9][CH2:10][CH2:11][CH:12]=2)[CH2:7][C:6](=[O:14])[N:5]1[C:15](=[O:17])[CH3:16])(=[O:3])[CH3:2].C(Cl)(=O)C.[CH3:22][O:23][CH:24](OC)OC, predict the reaction product. The product is: [C:1]([N:4]1[C:13]2[C:8](=[CH:9][CH:10]=[CH:11][CH:12]=2)[C:7](=[CH:22][O:23][CH3:24])[C:6](=[O:14])[N:5]1[C:15](=[O:17])[CH3:16])(=[O:3])[CH3:2]. (6) Given the reactants C(NC(C)C)(C)C.C([Li])CCC.[F:13][C:14]1[CH:15]=[C:16]2[C:26]3[C:21](=[CH:22][N:23]=[C:24]([C:27]4[CH:28]=[N:29][CH:30]=[CH:31][CH:32]=4)[CH:25]=3)[N:20](S(C3C=CC(C)=CC=3)(=O)=O)[C:17]2=[N:18][CH:19]=1.[I:43]I.[Cl-].[NH4+], predict the reaction product. The product is: [F:13][C:14]1[C:15]([I:43])=[C:16]2[C:26]3[C:21](=[CH:22][N:23]=[C:24]([C:27]4[CH:28]=[N:29][CH:30]=[CH:31][CH:32]=4)[CH:25]=3)[NH:20][C:17]2=[N:18][CH:19]=1. (7) The product is: [C:15]([C:12]1[CH:13]=[CH:14][C:9]([O:8][CH2:7][C:6]([OH:5])=[O:19])=[C:10]([C:17]#[C:18][C:23]2[CH:24]=[C:25]([S:27]([CH2:30][CH2:31][C:32]3[CH:33]=[CH:34][CH:35]=[CH:36][CH:37]=3)(=[O:29])=[O:28])[CH:26]=[CH:21][C:22]=2[CH3:38])[CH:11]=1)#[N:16]. Given the reactants C([O:5][C:6](=[O:19])[CH2:7][O:8][C:9]1[CH:14]=[CH:13][C:12]([C:15]#[N:16])=[CH:11][C:10]=1[C:17]#[CH:18])(C)(C)C.Br[C:21]1[CH:26]=[C:25]([S:27]([CH2:30][CH2:31][C:32]2[CH:37]=[CH:36][CH:35]=[CH:34][CH:33]=2)(=[O:29])=[O:28])[CH:24]=[CH:23][C:22]=1[CH3:38], predict the reaction product. (8) The product is: [CH2:13]([CH:7]([C:8]([OH:9])=[O:28])[CH2:6][C@@H:5]([C:11]([OH:10])=[O:12])[NH2:4])[C:14]1[CH:15]=[CH:16][CH:17]=[CH:18][CH:19]=1.[CH2:40]([O:39][C:37]([NH:36][CH2:35][CH2:34][CH2:33][CH2:32][C@@H:31]([C:47]([OH:49])=[O:48])[NH2:30])=[O:38])[C:41]1[CH:42]=[CH:43][CH:44]=[CH:45][CH:46]=1. Given the reactants C([NH:4][C@@H:5]1[C:11](=[O:12])[O:10][C:8](=[O:9])[CH:7]([CH2:13][C:14]2[CH:19]=[CH:18][CH:17]=[CH:16][CH:15]=2)[CH2:6]1)(O)=O.CN(C)CCCN.C([NH:30][C@H:31]([C:47]([O:49]C(=O)[C@H](CCCCNC(OCC1C=CC=CC=1)=O)NC(O)=O)=[O:48])[CH2:32][CH2:33][CH2:34][CH2:35][NH:36][C:37]([O:39][CH2:40][C:41]1[CH:46]=[CH:45][CH:44]=[CH:43][CH:42]=1)=[O:38])(O)=[O:28], predict the reaction product. (9) Given the reactants [CH2:1]([O:8][C:9]1[CH:10]=[C:11]([C:15]2[N:24]=[C:23](Cl)[C:22]3[C:17](=[CH:18][C:19]([O:31][CH3:32])=[C:20]([O:26][CH2:27][CH2:28][O:29][CH3:30])[CH:21]=3)[N:16]=2)[CH:12]=[CH:13][CH:14]=1)[C:2]1[CH:7]=[CH:6][CH:5]=[CH:4][CH:3]=1.[NH2:33][C:34]1[CH:35]=[C:36]2[C:40](=[CH:41][CH:42]=1)[N:39]([C:43]([O:45][C:46]([CH3:49])([CH3:48])[CH3:47])=[O:44])[N:38]=[CH:37]2, predict the reaction product. The product is: [CH2:1]([O:8][C:9]1[CH:10]=[C:11]([C:15]2[N:24]=[C:23]([NH:33][C:34]3[CH:35]=[C:36]4[C:40](=[CH:41][CH:42]=3)[N:39]([C:43]([O:45][C:46]([CH3:49])([CH3:48])[CH3:47])=[O:44])[N:38]=[CH:37]4)[C:22]3[C:17](=[CH:18][C:19]([O:31][CH3:32])=[C:20]([O:26][CH2:27][CH2:28][O:29][CH3:30])[CH:21]=3)[N:16]=2)[CH:12]=[CH:13][CH:14]=1)[C:2]1[CH:7]=[CH:6][CH:5]=[CH:4][CH:3]=1.